This data is from Catalyst prediction with 721,799 reactions and 888 catalyst types from USPTO. The task is: Predict which catalyst facilitates the given reaction. (1) Reactant: [Br:1][C:2]1[C:3]2[O:12][C:11]([CH:13]=O)=[CH:10][C:4]=2[C:5](=[O:9])[N:6]([CH3:8])[CH:7]=1.[N:15]1([C:22]([O:24][C:25]([CH3:28])([CH3:27])[CH3:26])=[O:23])[CH2:21][CH2:20][CH2:19][NH:18][CH2:17][CH2:16]1. Product: [Br:1][C:2]1[C:3]2[O:12][C:11]([CH2:13][N:18]3[CH2:19][CH2:20][CH2:21][N:15]([C:22]([O:24][C:25]([CH3:28])([CH3:27])[CH3:26])=[O:23])[CH2:16][CH2:17]3)=[CH:10][C:4]=2[C:5](=[O:9])[N:6]([CH3:8])[CH:7]=1. The catalyst class is: 404. (2) Reactant: Cl[C:2]1[N:7]=[C:6]([C:8]2[CH:13]=[CH:12][C:11]([OH:14])=[CH:10][CH:9]=2)[CH:5]=[N:4][CH:3]=1.[NH2:15][C:16]1[CH:24]=[CH:23][C:19]([C:20]([OH:22])=[O:21])=[CH:18][C:17]=1[O:25][CH3:26].CC1(C)C2C(=C(P(C3C=CC=CC=3)C3C=CC=CC=3)C=CC=2)OC2C(P(C3C=CC=CC=3)C3C=CC=CC=3)=CC=CC1=2. Product: [OH:14][C:11]1[CH:12]=[CH:13][C:8]([C:6]2[N:7]=[C:2]([NH:15][C:16]3[CH:24]=[CH:23][C:19]([C:20]([OH:22])=[O:21])=[CH:18][C:17]=3[O:25][CH3:26])[CH:3]=[N:4][CH:5]=2)=[CH:9][CH:10]=1. The catalyst class is: 102. (3) Reactant: [CH2:1]([O:3][C:4](=[O:22])[CH:5]([C:10]1[CH:15]=[CH:14][C:13](I)=[C:12]([O:17][CH2:18][CH:19]2[CH2:21][CH2:20]2)[CH:11]=1)[CH2:6][CH:7]([CH3:9])[CH3:8])[CH3:2].[CH3:23][S:24][C:25]1[CH:30]=[CH:29][C:28](B(O)O)=[CH:27][CH:26]=1.[F-].[Cs+].O.CCOC(C)=O. Product: [CH2:1]([O:3][C:4](=[O:22])[CH:5]([C:10]1[CH:15]=[CH:14][C:13]([C:28]2[CH:29]=[CH:30][C:25]([S:24][CH3:23])=[CH:26][CH:27]=2)=[C:12]([O:17][CH2:18][CH:19]2[CH2:21][CH2:20]2)[CH:11]=1)[CH2:6][CH:7]([CH3:9])[CH3:8])[CH3:2]. The catalyst class is: 104. (4) Reactant: [CH3:1][C:2]1[C@@H:19]([O:20][C:21]([C@H:23]([OH:39])[C@@H:24]([NH:31][C:32]([O:34][C:35]([CH3:38])([CH3:37])[CH3:36])=[O:33])[C:25]2[CH:26]=[CH:27][CH:28]=[CH:29][CH:30]=2)=[O:22])[CH2:18][C@:14]2([OH:40])[C:15]([CH3:17])([CH3:16])[C:3]=1[C@@H:4]([OH:58])[C:5]([C@@:7]1([CH3:57])[C@H:12]([C@@H:13]2[O:41][C:42]([C:44]2[CH:45]=[CH:46][CH:47]=[CH:48][CH:49]=2)=[O:43])[C@:11]2([O:52][C:53]([CH3:55])=[O:54])[CH2:50][O:51][C@@H:10]2[CH2:9][C@@H:8]1[OH:56])=[O:6]. Product: [CH3:1][C:2]1[C@@H:19]([O:20][C:21]([C@H:23]([OH:39])[C@@H:24]([NH:31][C:32]([O:34][C:35]([CH3:36])([CH3:37])[CH3:38])=[O:33])[C:25]2[CH:30]=[CH:29][CH:28]=[CH:27][CH:26]=2)=[O:22])[CH2:18][C@@:14]2([OH:40])[C:15]([CH3:16])([CH3:17])[C:3]=1[C@@H:4]([OH:58])[C:5]([C@@:7]1([CH3:57])[C@H:12]([C@@H:13]2[O:41][C:42]([C:44]2[CH:45]=[CH:46][CH:47]=[CH:48][CH:49]=2)=[O:43])[C@:11]2([O:52][C:53]([CH3:55])=[O:54])[CH2:50][O:51][C@@H:10]2[CH2:9][C@@H:8]1[OH:56])=[O:6].[OH2:6].[OH2:6].[OH2:6]. The catalyst class is: 10. (5) Reactant: [Br:1][C:2]1[CH:20]=[CH:19][C:5]([O:6][CH2:7][C:8]([NH:11][C:12](=[O:18])[O:13][C:14]([CH3:17])([CH3:16])[CH3:15])([CH3:10])[CH3:9])=[CH:4][CH:3]=1.[H-].[Na+].I[CH3:24]. Product: [C:14]([O:13][C:12](=[O:18])[N:11]([C:8]([CH3:9])([CH3:10])[CH2:7][O:6][C:5]1[CH:19]=[CH:20][C:2]([Br:1])=[CH:3][CH:4]=1)[CH3:24])([CH3:15])([CH3:17])[CH3:16]. The catalyst class is: 3. (6) Reactant: C[O:2][C:3]1[CH:8]=[CH:7][C:6]([C:9]2[C:13]([C:14]3[S:15][C:16]4[CH:22]=[CH:21][CH:20]=[CH:19][C:17]=4[N:18]=3)=[CH:12][NH:11][N:10]=2)=[CH:5][CH:4]=1.BrB(Br)Br. Product: [S:15]1[C:16]2[CH:22]=[CH:21][CH:20]=[CH:19][C:17]=2[N:18]=[C:14]1[C:13]1[C:9]([C:6]2[CH:7]=[CH:8][C:3]([OH:2])=[CH:4][CH:5]=2)=[N:10][NH:11][CH:12]=1. The catalyst class is: 2. (7) Reactant: [CH2:1]([O:3][C:4](=[O:18])[CH2:5][NH:6][C:7]1[C:16]([Cl:17])=[CH:15][CH:14]=[C:13]2[C:8]=1[CH2:9][CH2:10][NH:11][CH2:12]2)[CH3:2].C([O-])([O-])=O.[K+].[K+].Br[CH2:26][CH:27]1[CH2:29][CH2:28]1. Product: [CH2:1]([O:3][C:4](=[O:18])[CH2:5][NH:6][C:7]1[C:16]([Cl:17])=[CH:15][CH:14]=[C:13]2[C:8]=1[CH2:9][CH2:10][N:11]([CH2:26][CH:27]1[CH2:29][CH2:28]1)[CH2:12]2)[CH3:2]. The catalyst class is: 3.